Dataset: Forward reaction prediction with 1.9M reactions from USPTO patents (1976-2016). Task: Predict the product of the given reaction. (1) Given the reactants O.[F-].C([N+](C)(C)C)C1C=CC=CC=1.[C:14]1([C:20]2([N:46]([CH3:48])[CH3:47])[CH2:25][CH2:24][CH:23]([CH2:26][O:27][CH2:28][C:29]3[C:37]4[C:32](=[CH:33][CH:34]=[C:35]([F:38])[CH:36]=4)[NH:31][C:30]=3[Si](CC)(CC)CC)[CH2:22][CH2:21]2)[CH:19]=[CH:18][CH:17]=[CH:16][CH:15]=1, predict the reaction product. The product is: [C:14]1([C:20]2([N:46]([CH3:48])[CH3:47])[CH2:25][CH2:24][CH:23]([CH2:26][O:27][CH2:28][C:29]3[C:37]4[C:32](=[CH:33][CH:34]=[C:35]([F:38])[CH:36]=4)[NH:31][CH:30]=3)[CH2:22][CH2:21]2)[CH:15]=[CH:16][CH:17]=[CH:18][CH:19]=1. (2) Given the reactants Br[C:2]1[CH:7]=[CH:6][C:5]([C:8](=[C:16]2[CH2:22][CH2:21][CH2:20][CH2:19][CH2:18][CH2:17]2)[C:9]2[CH:14]=[CH:13][C:12]([OH:15])=[CH:11][CH:10]=2)=[CH:4][C:3]=1[F:23].[C:24]([O:28][C:29](=[O:32])[CH:30]=[CH2:31])([CH3:27])([CH3:26])[CH3:25].CC1C=CC=CC=1P(C1C=CC=CC=1C)C1C=CC=CC=1C, predict the reaction product. The product is: [C:16]1(=[C:8]([C:9]2[CH:10]=[CH:11][C:12]([OH:15])=[CH:13][CH:14]=2)[C:5]2[CH:6]=[CH:7][C:2](/[CH:31]=[CH:30]/[C:29]([O:28][C:24]([CH3:27])([CH3:26])[CH3:25])=[O:32])=[C:3]([F:23])[CH:4]=2)[CH2:22][CH2:21][CH2:20][CH2:19][CH2:18][CH2:17]1.